From a dataset of Reaction yield outcomes from USPTO patents with 853,638 reactions. Predict the reaction yield, written as a fraction of the theoretical maximum amount of product (1.0 means a 100% yield; for example, 0.34 means a 34% yield). (1) The reactants are [Br:1][C:2]1[C:3]([CH3:13])=[N:4][O:5][C:6]=1[C:7]1(C(O)=O)[CH2:9][CH2:8]1.C([N:17]([CH2:21]C)C(C)C)(C)C.P(N=[N+]=[N-])(=O)(OC1C=CC=CC=1)[O:24]C1C=CC=CC=1.[C:42]([OH:46])([CH3:45])([CH3:44])[CH3:43]. No catalyst specified. The product is [Br:1][C:2]1[C:3]([CH3:13])=[N:4][O:5][C:6]=1[C:7]1([NH:17][C:21](=[O:24])[O:46][C:42]([CH3:45])([CH3:44])[CH3:43])[CH2:8][CH2:9]1. The yield is 0.750. (2) The reactants are [I:1][CH2:2][CH:3]1[CH2:7][CH2:6][CH2:5][CH2:4]1.[C:8]1([P:14]([C:21]2[CH:26]=[CH:25][CH:24]=[CH:23][CH:22]=2)[C:15]2[CH:20]=[CH:19][CH:18]=[CH:17][CH:16]=2)[CH:13]=[CH:12][CH:11]=[CH:10][CH:9]=1. The catalyst is C(#N)C. The product is [I-:1].[CH:3]1([CH2:2][P+:14]([C:15]2[CH:16]=[CH:17][CH:18]=[CH:19][CH:20]=2)([C:21]2[CH:26]=[CH:25][CH:24]=[CH:23][CH:22]=2)[C:8]2[CH:9]=[CH:10][CH:11]=[CH:12][CH:13]=2)[CH2:7][CH2:6][CH2:5][CH2:4]1. The yield is 0.920. (3) The reactants are [OH:1][C:2]1[CH:8]=[CH:7][C:5]([NH2:6])=[C:4]([N+:9]([O-:11])=[O:10])[CH:3]=1.[CH3:12][O:13][CH2:14][CH2:15]O.C(P(CCCC)CCCC)CCC.N(C(N1CCCCC1)=O)=NC(N1CCCCC1)=O. The product is [CH3:12][O:13][CH2:14][CH2:15][O:1][C:2]1[CH:8]=[CH:7][C:5]([NH2:6])=[C:4]([N+:9]([O-:11])=[O:10])[CH:3]=1. The yield is 0.900. The catalyst is O1CCCC1. (4) The reactants are [CH3:1][O:2][C:3]1[CH:4]=[C:5]([SH:9])[CH:6]=[CH:7][CH:8]=1.[C:10](Cl)(=[O:14])[C:11](Cl)=[O:12].[Cl-].[Al+3].[Cl-].[Cl-]. The catalyst is CCOCC. The product is [CH3:1][O:2][C:3]1[CH:8]=[CH:7][C:6]2[C:10](=[O:14])[C:11](=[O:12])[S:9][C:5]=2[CH:4]=1. The yield is 0.470. (5) The yield is 0.00100. The reactants are Cl.[CH3:2][C:3]1[C:11]2[C:6](=[CH:7][CH:8]=[CH:9][CH:10]=2)[NH:5][C:4]=1[C:12]1[CH:13]=[N:14][CH:15]=[CH:16][CH:17]=1.C[Si]([N-][Si](C)(C)C)(C)C.[K+].[C:28]([C:30]1[CH:31]=[C:32]([CH:36]=[CH:37][CH:38]=1)[C:33](Cl)=[O:34])#[N:29]. The catalyst is C1COCC1. The product is [NH4+:5].[OH-:34].[CH3:2][C:3]1[C:11]2[C:6](=[CH:7][CH:8]=[CH:9][CH:10]=2)[N:5]([C:33]([C:32]2[CH:31]=[C:30]([CH:38]=[CH:37][CH:36]=2)[C:28]#[N:29])=[O:34])[C:4]=1[C:12]1[CH:13]=[N:14][CH:15]=[CH:16][CH:17]=1. (6) The reactants are [CH3:1][O:2][C:3]([C:5]1[S:6][C:7]([C:24]2[CH:29]=[CH:28][CH:27]=[CH:26][CH:25]=2)=[CH:8][C:9]=1[NH:10][CH:11]([CH:18]1[CH2:23][CH2:22][CH2:21][CH2:20][CH2:19]1)[CH2:12][CH2:13][CH2:14][C:15]([OH:17])=O)=[O:4].N1C=CC=CC=1.CC(OC(OC(OC(C)(C)C)=O)=O)(C)C. The catalyst is O1CCCCO1. The product is [CH3:1][O:2][C:3]([C:5]1[S:6][C:7]([C:24]2[CH:25]=[CH:26][CH:27]=[CH:28][CH:29]=2)=[CH:8][C:9]=1[N:10]1[C:15](=[O:17])[CH2:14][CH2:13][CH2:12][CH:11]1[CH:18]1[CH2:19][CH2:20][CH2:21][CH2:22][CH2:23]1)=[O:4]. The yield is 0.390. (7) The reactants are [CH3:1][O:2][C:3]1[CH:4]=[C:5]([O:12][CH2:13][C@H:14]2[CH2:18][CH2:17][CH2:16][N:15]2[C:19]([C@H:21]2[CH2:26][CH2:25][C@H:24]([C:27]([F:30])([F:29])[F:28])[CH2:23][CH2:22]2)=[O:20])[C:6]([C:9](O)=[O:10])=[N:7][CH:8]=1.[Cl-].[NH4+].Cl.C[N:35](C)CCCN=C=N.O.ON1C2C=CC=CC=2N=N1.C(N(CC)CC)C. The catalyst is ClCCl.O. The product is [CH3:1][O:2][C:3]1[CH:4]=[C:5]([O:12][CH2:13][C@H:14]2[CH2:18][CH2:17][CH2:16][N:15]2[C:19]([C@H:21]2[CH2:22][CH2:23][C@H:24]([C:27]([F:28])([F:29])[F:30])[CH2:25][CH2:26]2)=[O:20])[C:6]([C:9]([NH2:35])=[O:10])=[N:7][CH:8]=1. The yield is 0.500.